From a dataset of Forward reaction prediction with 1.9M reactions from USPTO patents (1976-2016). Predict the product of the given reaction. (1) Given the reactants C1(S([N:10]2[C:14]3=[N:15][CH:16]=[C:17]([Br:20])[C:18]([Cl:19])=[C:13]3[CH:12]=[C:11]2[I:21])(=O)=O)C=CC=CC=1.BrC1C(Cl)=C2C=C(I)N(S(C3C=CC=CC=3I)(=O)=O)C2=NC=1.[OH-].[Na+], predict the reaction product. The product is: [Br:20][C:17]1[C:18]([Cl:19])=[C:13]2[CH:12]=[C:11]([I:21])[NH:10][C:14]2=[N:15][CH:16]=1. (2) Given the reactants [CH3:1][N:2]1[C:6]([C:7]2[CH:16]=[C:15]3[C:10]([CH:11]=[CH:12][NH:13][C:14]3=[O:17])=[C:9]([N+:18]([O-:20])=[O:19])[CH:8]=2)=[C:5]([CH3:21])[N:4]=[N:3]1, predict the reaction product. The product is: [CH3:1][N:2]1[C:6]([C:7]2[CH:16]=[C:15]3[C:10]([CH:11]=[CH:12][NH:13][C:14]3=[O:17])=[C:9]([N+:18]([O-:20])=[O:19])[CH:8]=2)=[C:5]([CH3:21])[N:4]=[N:3]1.[NH2:18][C:9]1[CH:8]=[C:7]([C:6]2[N:2]([CH3:1])[N:3]=[N:4][C:5]=2[CH3:21])[CH:16]=[C:15]2[C:10]=1[CH2:11][CH2:12][NH:13][C:14]2=[O:17]. (3) Given the reactants [NH2:1][C:2]1[S:3][C:4]([CH2:10][CH3:11])=[C:5]([CH3:9])[C:6]=1[C:7]#[N:8].[C:12]([N:20]=[C:21]=[O:22])(=[O:19])[C:13]1[CH:18]=[CH:17][CH:16]=[CH:15][CH:14]=1, predict the reaction product. The product is: [C:7]([C:6]1[C:5]([CH3:9])=[C:4]([CH2:10][CH3:11])[S:3][C:2]=1[NH:1][C:21]([NH:20][C:12](=[O:19])[C:13]1[CH:14]=[CH:15][CH:16]=[CH:17][CH:18]=1)=[O:22])#[N:8]. (4) Given the reactants [Br:1][C:2]1[CH:7]=[CH:6][C:5]([CH2:8]Cl)=[CH:4][C:3]=1[O:10][CH3:11].[CH2:12]([O:14][C@H:15]([CH3:18])[CH2:16][OH:17])[CH3:13].[H-].[Na+].C([O-])(O)=O.[Na+], predict the reaction product. The product is: [Br:1][C:2]1[CH:7]=[CH:6][C:5]([CH2:8][O:17][CH2:16][C@H:15]([O:14][CH2:12][CH3:13])[CH3:18])=[CH:4][C:3]=1[O:10][CH3:11]. (5) Given the reactants [CH3:1][O:2][C:3]1[CH:11]=[C:10]([O:12][CH3:13])[CH:9]=[CH:8][C:4]=1[C:5](O)=O.O=P(Cl)(Cl)Cl.[NH2:19][C:20]1[C:25]([NH2:26])=[CH:24][CH:23]=[CH:22][N:21]=1, predict the reaction product. The product is: [CH3:1][O:2][C:3]1[CH:11]=[C:10]([O:12][CH3:13])[CH:9]=[CH:8][C:4]=1[C:5]1[NH:19][C:20]2=[N:21][CH:22]=[CH:23][CH:24]=[C:25]2[N:26]=1. (6) Given the reactants [Li][CH2:2]CCC.[CH2:6]([C:8]1[CH:13]=[CH:12][C:11]([C:14]2[CH:19]=[CH:18][C:17]([C:20]3[Se:21][CH:22]=[CH:23][CH:24]=3)=[C:16]([F:25])[C:15]=2[F:26])=[CH:10][CH:9]=1)[CH3:7].CI.[Cl-].[NH4+].N, predict the reaction product. The product is: [CH2:6]([C:8]1[CH:9]=[CH:10][C:11]([C:14]2[CH:19]=[CH:18][C:17]([C:20]3[Se:21][C:22]([CH3:2])=[CH:23][CH:24]=3)=[C:16]([F:25])[C:15]=2[F:26])=[CH:12][CH:13]=1)[CH3:7]. (7) Given the reactants C([O:3][C:4]([C@@H:6]1[CH2:11][CH2:10][C@H:9]([O:12][C:13]2[CH:28]=[CH:27][C:16]([C:17]([O:19][CH2:20][C:21]3C=CC=CC=3)=[O:18])=[CH:15][CH:14]=2)[CH2:8][CH2:7]1)=[O:5])C, predict the reaction product. The product is: [CH2:20]([O:19][C:17]([C@@H:16]1[CH2:27][CH2:28][C@H:13]([O:12][C:9]2[CH:8]=[CH:7][C:6]([C:4]([OH:5])=[O:3])=[CH:11][CH:10]=2)[CH2:14][CH2:15]1)=[O:18])[CH3:21]. (8) The product is: [CH3:3][C:2]([C:4]([O:6][CH3:7])=[O:5])=[CH2:1].[C:8]1([CH3:14])[CH:13]=[CH:12][CH:11]=[CH:10][CH:9]=1. Given the reactants [CH3:1][C:2]([C:4]([O:6][CH3:7])=[O:5])=[CH2:3].[C:8]1([CH3:14])[CH:13]=[CH:12][CH:11]=[CH:10][CH:9]=1, predict the reaction product. (9) Given the reactants Br[C:2]1[CH:11]=[CH:10][C:9]([C:12]([NH:14][CH2:15][C:16]([CH3:19])([CH3:18])[CH3:17])=[O:13])=[CH:8][C:3]=1[C:4]([O:6][CH3:7])=[O:5].[CH3:20][C:21]([O:24][C:25]([C:27]1[CH:28]=[C:29]([F:37])[C:30]([CH3:36])=[C:31](B(O)O)[CH:32]=1)=[O:26])([CH3:23])[CH3:22].C(=O)([O-])[O-].[K+].[K+].C(O)(=O)C, predict the reaction product. The product is: [CH3:17][C:16]([CH3:19])([CH3:18])[CH2:15][NH:14][C:12]([C:9]1[CH:8]=[C:3]([C:4]([O:6][CH3:7])=[O:5])[C:2]([C:31]2[C:30]([CH3:36])=[C:29]([F:37])[CH:28]=[C:27]([C:25]([O:24][C:21]([CH3:23])([CH3:22])[CH3:20])=[O:26])[CH:32]=2)=[CH:11][CH:10]=1)=[O:13].